Dataset: Forward reaction prediction with 1.9M reactions from USPTO patents (1976-2016). Task: Predict the product of the given reaction. (1) Given the reactants [NH2:1][CH2:2][CH2:3][CH2:4][N:5]1[CH2:10][CH2:9][N:8]([CH3:11])[CH2:7][CH2:6]1.[S:12]1[C:16]([C:17]2[CH:22]=[CH:21][N:20]=[C:19]([Cl:23])[N:18]=2)=[CH:15][C:14]2[CH:24]=[CH:25][CH:26]=[CH:27][C:13]1=2, predict the reaction product. The product is: [ClH:23].[ClH:23].[ClH:23].[S:12]1[C:16]([C:17]2[CH:22]=[CH:21][N:20]=[C:19]([NH:1][CH2:2][CH2:3][CH2:4][N:5]3[CH2:6][CH2:7][N:8]([CH3:11])[CH2:9][CH2:10]3)[N:18]=2)=[CH:15][C:14]2[CH:24]=[CH:25][CH:26]=[CH:27][C:13]1=2. (2) Given the reactants [C:1]1([O:11][CH2:12][CH2:13][CH2:14][C:15]2[C:23]3[C:18](=[CH:19][CH:20]=[CH:21][CH:22]=3)[NH:17][C:16]=2[C:24]([O:26][CH2:27][CH3:28])=[O:25])[C:10]2[C:5](=[CH:6][CH:7]=[CH:8][CH:9]=2)[CH:4]=[CH:3][CH:2]=1.[H-].[Na+].[CH3:31]I, predict the reaction product. The product is: [CH3:31][N:17]1[C:18]2[C:23](=[CH:22][CH:21]=[CH:20][CH:19]=2)[C:15]([CH2:14][CH2:13][CH2:12][O:11][C:1]2[C:10]3[C:5](=[CH:6][CH:7]=[CH:8][CH:9]=3)[CH:4]=[CH:3][CH:2]=2)=[C:16]1[C:24]([O:26][CH2:27][CH3:28])=[O:25].